The task is: Predict the reaction yield, written as a fraction of the theoretical maximum amount of product (1.0 means a 100% yield; for example, 0.34 means a 34% yield).. This data is from Reaction yield outcomes from USPTO patents with 853,638 reactions. (1) The reactants are [C:1]1([C:7]([C:9]2[C:17]3[C:12](=[CH:13][N:14]=[CH:15][CH:16]=3)[NH:11][CH:10]=2)=O)[CH:6]=[CH:5][CH:4]=[CH:3][CH:2]=1.[C:18]([O:22][C:23](=[O:29])[NH:24][CH2:25][CH2:26][O:27][NH2:28])([CH3:21])([CH3:20])[CH3:19]. The catalyst is C(Cl)Cl.CO. The product is [C:1]1([C:7](=[N:28][O:27][CH2:26][CH2:25][NH:24][C:23](=[O:29])[O:22][C:18]([CH3:20])([CH3:19])[CH3:21])[C:9]2[C:17]3[C:12](=[CH:13][N:14]=[CH:15][CH:16]=3)[NH:11][CH:10]=2)[CH:6]=[CH:5][CH:4]=[CH:3][CH:2]=1. The yield is 0.890. (2) The reactants are [H-].[Al+3].[Li+].[H-].[H-].[H-].[Cl:7][C:8]1[CH:13]=[C:12]([C:14]([F:17])([F:16])[F:15])[CH:11]=[C:10]([Cl:18])[C:9]=1[C:19]1[CH:20]=[CH:21][C:22]([CH3:29])=[C:23]([S:25](Cl)(=O)=O)[CH:24]=1.[ClH:30]. The catalyst is C(OCC)C. The product is [S:25]([C:23]1[CH:24]=[C:19]([C:9]2[C:10]([Cl:30])=[CH:11][C:12]([C:14]([F:16])([F:17])[F:15])=[CH:13][C:8]=2[Cl:7])[CH:20]=[CH:21][C:22]=1[CH3:29])[C:23]1[CH:24]=[C:19]([C:9]2[C:8]([Cl:7])=[CH:13][C:12]([C:14]([F:17])([F:16])[F:15])=[CH:11][C:10]=2[Cl:18])[CH:20]=[CH:21][C:22]=1[CH3:29]. The yield is 0.750. (3) The reactants are [C:1]([C@H:5]1[CH2:10][CH2:9][C@H:8]([O:11][C:12]2[C:13]([C:29]([F:32])([F:31])[F:30])=[C:14]3[C:19](=[CH:20][CH:21]=2)[CH2:18][C@@H:17]([C@:22]2([CH3:28])[CH2:26][O:25]C(=O)[NH:23]2)[CH2:16][CH2:15]3)[CH2:7][CH2:6]1)([CH3:4])([CH3:3])[CH3:2].C(Cl)(Cl)Cl.C(=O)(O)[O-].[Na+].[C:53]([O:52][C:50](O[C:50]([O:52][C:53]([CH3:56])([CH3:55])[CH3:54])=[O:51])=[O:51])([CH3:56])([CH3:55])[CH3:54]. No catalyst specified. The product is [C:1]([C@H:5]1[CH2:6][CH2:7][C@H:8]([O:11][C:12]2[C:13]([C:29]([F:30])([F:31])[F:32])=[C:14]3[C:19](=[CH:20][CH:21]=2)[CH2:18][C@@H:17]([C@:22]([NH:23][C:50](=[O:51])[O:52][C:53]([CH3:54])([CH3:55])[CH3:56])([CH3:28])[CH2:26][OH:25])[CH2:16][CH2:15]3)[CH2:9][CH2:10]1)([CH3:2])([CH3:3])[CH3:4]. The yield is 0.990. (4) The reactants are C([O:3][C:4]([C:6]1[C:15](=[O:16])[C:14]2[C:9](=[CH:10][C:11]([I:18])=[C:12]([CH3:17])[CH:13]=2)[NH:8][CH:7]=1)=[O:5])C.Cl. The catalyst is [OH-].[Na+]. The product is [I:18][C:11]1[CH:10]=[C:9]2[C:14]([C:15](=[O:16])[C:6]([C:4]([OH:5])=[O:3])=[CH:7][NH:8]2)=[CH:13][C:12]=1[CH3:17]. The yield is 0.990. (5) The reactants are C(OC(=O)[NH:7][CH:8]([CH2:20][C:21]1[CH:26]=[CH:25][C:24]([O:27][C:28]2[CH:33]=[CH:32][C:31]([CH2:34][CH2:35][C:36](=[O:39])[NH:37][OH:38])=[CH:30][CH:29]=2)=[CH:23][CH:22]=1)[C:9]([N:11]1[CH2:16][CH2:15][N:14]([C:17](=[O:19])[CH3:18])[CH2:13][CH2:12]1)=[O:10])(C)(C)C.C(Cl)[Cl:42]. No catalyst specified. The product is [ClH:42].[C:17]([N:14]1[CH2:15][CH2:16][N:11]([C:9](=[O:10])[CH:8]([NH2:7])[CH2:20][C:21]2[CH:22]=[CH:23][C:24]([O:27][C:28]3[CH:33]=[CH:32][C:31]([CH2:34][CH2:35][C:36]([NH:37][OH:38])=[O:39])=[CH:30][CH:29]=3)=[CH:25][CH:26]=2)[CH2:12][CH2:13]1)(=[O:19])[CH3:18]. The yield is 0.850.